From a dataset of Forward reaction prediction with 1.9M reactions from USPTO patents (1976-2016). Predict the product of the given reaction. (1) The product is: [C:45]([N:24]1[CH2:25][CH2:26][CH:21]([N:20]2[C:7](=[O:6])[C@H:8]([NH:27][C:28](=[O:37])[O:29][CH2:30][C:31]3[CH:36]=[CH:35][CH:34]=[CH:33][CH:32]=3)[CH2:9][C:10]3[CH:18]=[CH:17][C:16]4[NH:15][N:14]=[CH:13][C:12]=4[C:11]=3[CH2:19]2)[CH2:22][CH2:23]1)(=[O:47])[CH3:46]. Given the reactants CS(O)(=O)=O.[O:6]=[C:7]1[N:20]([CH:21]2[CH2:26][CH2:25][NH:24][CH2:23][CH2:22]2)[CH2:19][C:11]2[C:12]3[CH:13]=[N:14][NH:15][C:16]=3[CH:17]=[CH:18][C:10]=2[CH2:9][C@H:8]1[NH:27][C:28](=[O:37])[O:29][CH2:30][C:31]1[CH:36]=[CH:35][CH:34]=[CH:33][CH:32]=1.C(N(CC)CC)C.[C:45](OC(=O)C)(=[O:47])[CH3:46].C(=O)([O-])[O-].[K+].[K+], predict the reaction product. (2) Given the reactants [Br:1][C:2]1[CH:7]=[CH:6][C:5]([CH:8]([NH:10][CH2:11][CH2:12][C:13](=[O:17])[CH:14]([CH3:16])[CH3:15])[CH3:9])=[CH:4][CH:3]=1.[C:18]([O-:21])([O-])=[O:19].[K+].[K+].Cl[C:25]([O-])=O, predict the reaction product. The product is: [CH3:25][O:21][C:18](=[O:19])[N:10]([CH:8]([C:5]1[CH:4]=[CH:3][C:2]([Br:1])=[CH:7][CH:6]=1)[CH3:9])[CH2:11][CH2:12][C:13](=[O:17])[CH:14]([CH3:16])[CH3:15]. (3) Given the reactants CO[C:3]1[CH:30]=[CH:29][C:6]([CH2:7][NH:8][CH2:9][CH2:10][NH:11][C:12]([C:14]2[S:15][CH:16]=[CH:17][C:18]=2[NH:19][C:20]2[CH:25]=[CH:24][N:23]=[C:22]3[NH:26][CH:27]=[CH:28][C:21]=23)=[O:13])=CC=1.[NH:31]1C=CC=C1C=O, predict the reaction product. The product is: [NH:31]1[CH:3]=[CH:30][CH:29]=[C:6]1[CH2:7][NH:8][CH2:9][CH2:10][NH:11][C:12]([C:14]1[S:15][CH:16]=[CH:17][C:18]=1[NH:19][C:20]1[CH:25]=[CH:24][N:23]=[C:22]2[NH:26][CH:27]=[CH:28][C:21]=12)=[O:13]. (4) Given the reactants [CH3:1][S:2]SC.C(P(CCCC)CCCC)CCC.[F:18][C:19]([F:53])([F:52])[C:20]1[CH:25]=[CH:24][C:23](/[CH:26]=[CH:27]/[C:28]2[O:29][CH:30]=[C:31]([CH2:33][O:34][C:35]3[CH:40]=[CH:39][C:38]([CH2:41][CH2:42][CH2:43][CH2:44][N:45]4[CH:49]=[CH:48][N:47]=[C:46]4[CH2:50]O)=[CH:37][CH:36]=3)[N:32]=2)=[CH:22][CH:21]=1.[OH-].[Na+], predict the reaction product. The product is: [CH3:1][S:2][CH2:50][C:46]1[N:45]([CH2:44][CH2:43][CH2:42][CH2:41][C:38]2[CH:39]=[CH:40][C:35]([O:34][CH2:33][C:31]3[N:32]=[C:28](/[CH:27]=[CH:26]/[C:23]4[CH:24]=[CH:25][C:20]([C:19]([F:53])([F:52])[F:18])=[CH:21][CH:22]=4)[O:29][CH:30]=3)=[CH:36][CH:37]=2)[CH:49]=[CH:48][N:47]=1. (5) Given the reactants [CH2:1]1[C:5]2[CH:6]=[CH:7][C:8]([NH2:10])=[CH:9][C:4]=2[CH2:3][O:2]1.[CH:11](O)=[O:12], predict the reaction product. The product is: [CH2:1]1[C:5]2[CH:6]=[CH:7][C:8]([NH:10][CH:11]=[O:12])=[CH:9][C:4]=2[CH2:3][O:2]1. (6) The product is: [CH3:1][O:2][C:3]([C:5]1[S:6][C:7]([C:26]#[C:27][C:28]([CH3:29])([CH3:30])[CH3:31])=[CH:8][C:9]=1[N:10]1[C@H:15]([CH:16]2[CH2:21][CH2:20][CH2:19][CH2:18][CH2:17]2)[CH2:14][O:13][C@H:12]([CH2:22][CH:23]=[O:36])[C:11]1=[O:25])=[O:4]. Given the reactants [CH3:1][O:2][C:3]([C:5]1[S:6][C:7]([C:26]#[C:27][C:28]([CH3:31])([CH3:30])[CH3:29])=[CH:8][C:9]=1[N:10]1[C@H:15]([CH:16]2[CH2:21][CH2:20][CH2:19][CH2:18][CH2:17]2)[CH2:14][O:13][C@H:12]([CH2:22][CH:23]=C)[C:11]1=[O:25])=[O:4].C[N+]1([O-])CC[O:36]CC1.O.I([O-])(=O)(=O)=O.[Na+], predict the reaction product. (7) Given the reactants [F:1][C:2]([F:13])([F:12])[O:3][C:4]1[CH:11]=[CH:10][C:7]([CH:8]=O)=[CH:6][CH:5]=1.[C:14](=[O:17])([O-])[O-:15].[NH4+:18].[NH4+].[C-:20]#N.[K+].[C:31](O[C:31]([O:33][C:34]([CH3:37])([CH3:36])[CH3:35])=[O:32])([O:33][C:34]([CH3:37])([CH3:36])[CH3:35])=[O:32].[OH-].[Na+].CI.C(=O)([O-])[O-].[K+].[K+], predict the reaction product. The product is: [C:34]([O:33][C:31]([NH:18][CH:8]([C:7]1[CH:10]=[CH:11][C:4]([O:3][C:2]([F:13])([F:12])[F:1])=[CH:5][CH:6]=1)[C:14]([O:15][CH3:20])=[O:17])=[O:32])([CH3:35])([CH3:36])[CH3:37]. (8) Given the reactants [C:1]([O:5][C:6](=[O:9])[NH:7][NH2:8])([CH3:4])([CH3:3])[CH3:2].C(=O)([O-])[O-].[K+].[K+].[CH3:16][C:17]1[C:25]([CH3:26])=[CH:24][CH:23]=[CH:22][C:18]=1[C:19](Cl)=[O:20], predict the reaction product. The product is: [CH3:16][C:17]1[C:25]([CH3:26])=[CH:24][CH:23]=[CH:22][C:18]=1[C:19]([NH:8][NH:7][C:6]([O:5][C:1]([CH3:4])([CH3:3])[CH3:2])=[O:9])=[O:20]. (9) Given the reactants [CH3:1][O:2][C:3]1[CH:8]=[C:7]([O:9][CH3:10])[CH:6]=[CH:5][C:4]=1[C:11]([C:13]1[C:22]([N+:23]([O-])=O)=[C:21]2[C:16]([CH:17]=[CH:18][CH:19]=[N:20]2)=[CH:15][CH:14]=1)=[O:12].C1COCC1, predict the reaction product. The product is: [NH2:23][C:22]1[C:13]([C:11]([C:4]2[CH:5]=[CH:6][C:7]([O:9][CH3:10])=[CH:8][C:3]=2[O:2][CH3:1])=[O:12])=[CH:14][CH:15]=[C:16]2[C:21]=1[N:20]=[CH:19][CH:18]=[CH:17]2. (10) Given the reactants Cl.Cl.[CH3:3][O:4][C:5]1[C:14]2[C:9](=[CH:10][CH:11]=[CH:12][CH:13]=2)[N:8]=[C:7]([NH:15][CH2:16][CH2:17][CH2:18][NH2:19])[CH:6]=1.C[O-].[Na+].[CH2:23]([N:30]1[C:38]2[C:33](=[CH:34][CH:35]=[CH:36][CH:37]=2)[C:32]([CH:39]=O)=[CH:31]1)[C:24]1[CH:29]=[CH:28][CH:27]=[CH:26][CH:25]=1.C([BH3-])#N.[Na+], predict the reaction product. The product is: [CH2:23]([N:30]1[C:38]2[C:33](=[CH:34][CH:35]=[CH:36][CH:37]=2)[C:32]([CH2:39][NH:19][CH2:18][CH2:17][CH2:16][NH:15][C:7]2[CH:6]=[C:5]([O:4][CH3:3])[C:14]3[C:9](=[CH:10][CH:11]=[CH:12][CH:13]=3)[N:8]=2)=[CH:31]1)[C:24]1[CH:25]=[CH:26][CH:27]=[CH:28][CH:29]=1.